This data is from Forward reaction prediction with 1.9M reactions from USPTO patents (1976-2016). The task is: Predict the product of the given reaction. (1) Given the reactants [CH:1]([N:4]1[C:10](=[O:11])[CH2:9][CH2:8][CH2:7][C:6]2[CH:12]=[C:13]([N+:16]([O-])=O)[CH:14]=[CH:15][C:5]1=2)([CH3:3])[CH3:2].Cl[C:20]1[N:25]=[C:24]([NH:26][C:27]2[CH:32]=[CH:31][C:30]([N:33]3[CH2:38][CH2:37][N:36]([CH3:39])[CH2:35][CH2:34]3)=[CH:29][C:28]=2[O:40][CH3:41])[C:23]([Cl:42])=[CH:22][N:21]=1, predict the reaction product. The product is: [Cl:42][C:23]1[C:24]([NH:26][C:27]2[CH:32]=[CH:31][C:30]([N:33]3[CH2:38][CH2:37][N:36]([CH3:39])[CH2:35][CH2:34]3)=[CH:29][C:28]=2[O:40][CH3:41])=[N:25][C:20]([NH:16][C:13]2[CH:14]=[CH:15][C:5]3[N:4]([CH:1]([CH3:3])[CH3:2])[C:10](=[O:11])[CH2:9][CH2:8][CH2:7][C:6]=3[CH:12]=2)=[N:21][CH:22]=1. (2) Given the reactants [C:1]([O:9][C@H:10]1[C@@H:16]([O:17][C:18](=[O:25])[C:19]2[CH:24]=[CH:23][CH:22]=[CH:21][CH:20]=2)[C@H:15]([CH2:26][O:27][C:28](=[O:35])[C:29]2[CH:34]=[CH:33][CH:32]=[CH:31][CH:30]=2)[O:14][CH:11]1OC)(=[O:8])[C:2]1[CH:7]=[CH:6][CH:5]=[CH:4][CH:3]=1.O=C[C@H]([C@H]([C@H](CO)O)O)O.C(OC(=O)C)(=O)C.[C:53]([OH:56])(=[O:55])[CH3:54].S(=O)(=O)(O)O, predict the reaction product. The product is: [C:53]([O:56][CH:11]1[O:14][C@@H:15]([CH2:26][O:27][C:28](=[O:35])[C:29]2[CH:34]=[CH:33][CH:32]=[CH:31][CH:30]=2)[C@H:16]([O:17][C:18](=[O:25])[C:19]2[CH:24]=[CH:23][CH:22]=[CH:21][CH:20]=2)[C@@H:10]1[O:9][C:1](=[O:8])[C:2]1[CH:3]=[CH:4][CH:5]=[CH:6][CH:7]=1)(=[O:55])[CH3:54].